Dataset: NCI-60 drug combinations with 297,098 pairs across 59 cell lines. Task: Regression. Given two drug SMILES strings and cell line genomic features, predict the synergy score measuring deviation from expected non-interaction effect. (1) Cell line: SNB-19. Drug 2: C1C(C(OC1N2C=NC3=C2NC=NCC3O)CO)O. Synergy scores: CSS=49.2, Synergy_ZIP=0.822, Synergy_Bliss=1.12, Synergy_Loewe=0.405, Synergy_HSA=1.58. Drug 1: CN(C(=O)NC(C=O)C(C(C(CO)O)O)O)N=O. (2) Drug 1: C1C(C(OC1N2C=C(C(=O)NC2=O)F)CO)O. Drug 2: CCCCCOC(=O)NC1=NC(=O)N(C=C1F)C2C(C(C(O2)C)O)O. Cell line: LOX IMVI. Synergy scores: CSS=19.7, Synergy_ZIP=-4.00, Synergy_Bliss=3.78, Synergy_Loewe=-11.4, Synergy_HSA=-0.125. (3) Drug 1: C1=CC(=CC=C1C#N)C(C2=CC=C(C=C2)C#N)N3C=NC=N3. Drug 2: CN(CC1=CN=C2C(=N1)C(=NC(=N2)N)N)C3=CC=C(C=C3)C(=O)NC(CCC(=O)O)C(=O)O. Cell line: OVCAR-4. Synergy scores: CSS=72.1, Synergy_ZIP=29.9, Synergy_Bliss=28.0, Synergy_Loewe=-12.8, Synergy_HSA=27.4.